From a dataset of Full USPTO retrosynthesis dataset with 1.9M reactions from patents (1976-2016). Predict the reactants needed to synthesize the given product. Given the product [CH2:19]([OH:20])[CH2:18][O:17][CH2:16][CH2:15][O:14][CH2:13][CH2:12][O:11][CH2:10][CH2:9][O:8][CH2:7][CH2:6][O:5][CH2:4][CH2:3][O:21][CH2:24][C:23]#[CH:22], predict the reactants needed to synthesize it. The reactants are: [H-].[Na+].[CH2:3]([OH:21])[CH2:4][O:5][CH2:6][CH2:7][O:8][CH2:9][CH2:10][O:11][CH2:12][CH2:13][O:14][CH2:15][CH2:16][O:17][CH2:18][CH2:19][OH:20].[CH2:22](Br)[C:23]#[CH:24].